Dataset: Reaction yield outcomes from USPTO patents with 853,638 reactions. Task: Predict the reaction yield, written as a fraction of the theoretical maximum amount of product (1.0 means a 100% yield; for example, 0.34 means a 34% yield). (1) The reactants are [CH3:1][C:2]([C:4]1[CH:5]=[CH:6][CH:7]=[C:8]([OH:10])[CH:9]=1)=[O:3].C(N(CC)C(C)C)(C)C.Cl[CH2:21][O:22][CH3:23]. The catalyst is C(Cl)Cl. The product is [CH3:21][O:22][CH2:23][O:10][C:8]1[CH:7]=[CH:6][CH:5]=[C:4]([C:2](=[O:3])[CH3:1])[CH:9]=1. The yield is 0.640. (2) The reactants are [Cl:1][C:2]1[CH:7]=[CH:6][C:5]([C:8]2(O)[CH2:11][CH:10]([C:12]([OH:14])=[O:13])[CH2:9]2)=[CH:4][CH:3]=1.[C:16](#[N:23])[C:17]1[CH:22]=[CH:21][CH:20]=[CH:19][CH:18]=1.O.[O-:25]S(C(F)(F)F)(=O)=O.[Bi+3].[O-]S(C(F)(F)F)(=O)=O.[O-]S(C(F)(F)F)(=O)=O. The catalyst is C(OCC)C.CCCCCCC. The product is [C:16]([NH:23][C:8]1([C:5]2[CH:6]=[CH:7][C:2]([Cl:1])=[CH:3][CH:4]=2)[CH2:11][CH:10]([C:12]([OH:14])=[O:13])[CH2:9]1)(=[O:25])[C:17]1[CH:22]=[CH:21][CH:20]=[CH:19][CH:18]=1. The yield is 0.290. (3) The reactants are [CH2:1]([C:4]1[S:28][C:7]2[N:8]=[C:9]([C:25]([OH:27])=O)[N:10]=[C:11]([N:12]3[CH2:17][CH2:16][N:15]4[C:18]([C:21]([F:24])([F:23])[F:22])=[N:19][N:20]=[C:14]4[CH2:13]3)[C:6]=2[CH:5]=1)[CH2:2][CH3:3].[C:29]([O:33][C:34]([CH3:37])([CH3:36])[CH3:35])(=[O:32])[NH:30][NH2:31].C(Cl)CCl.C1C=CC2N(O)N=NC=2C=1.C(N(CC)CC)C. The catalyst is CN(C)C=O. The product is [C:34]([O:33][C:29]([NH:30][NH:31][C:25]([C:9]1[N:10]=[C:11]([N:12]2[CH2:17][CH2:16][N:15]3[C:18]([C:21]([F:24])([F:22])[F:23])=[N:19][N:20]=[C:14]3[CH2:13]2)[C:6]2[CH:5]=[C:4]([CH2:1][CH2:2][CH3:3])[S:28][C:7]=2[N:8]=1)=[O:27])=[O:32])([CH3:37])([CH3:36])[CH3:35]. The yield is 0.920. (4) The reactants are [Cl:1][C:2]1[CH:19]=[CH:18][C:5]([CH2:6][O:7][C:8]2[C:9]([O:16][CH3:17])=[CH:10][C:11]([CH2:14][OH:15])=[N:12][CH:13]=2)=[CH:4][CH:3]=1.CC(OI1(OC(C)=O)(OC(C)=O)OC(=O)C2C=CC=CC1=2)=O. The catalyst is CS(C)=O. The product is [Cl:1][C:2]1[CH:19]=[CH:18][C:5]([CH2:6][O:7][C:8]2[C:9]([O:16][CH3:17])=[CH:10][C:11]([CH:14]=[O:15])=[N:12][CH:13]=2)=[CH:4][CH:3]=1. The yield is 0.720. (5) The reactants are [C:1]([C:4]1[N:9]=[C:8]([C:10]2[CH:15]=[CH:14][C:13]([C@H:16]3[CH2:21][CH2:20][C@H:19]([CH2:22][C:23](O)=[O:24])[CH2:18][CH2:17]3)=[CH:12][CH:11]=2)[C:7]([CH3:26])=[N:6][C:5]=1[CH3:27])(=[O:3])[NH2:2].CCN=C=NCCCN(C)C.Cl.[CH3:40][S:41]([NH2:44])(=[O:43])=[O:42]. The catalyst is C(Cl)Cl.CN(C1C=CN=CC=1)C. The product is [CH3:27][C:5]1[C:4]([C:1]([NH2:2])=[O:3])=[N:9][C:8]([C:10]2[CH:11]=[CH:12][C:13]([C@H:16]3[CH2:17][CH2:18][C@H:19]([CH2:22][C:23]([NH:44][S:41]([CH3:40])(=[O:43])=[O:42])=[O:24])[CH2:20][CH2:21]3)=[CH:14][CH:15]=2)=[C:7]([CH3:26])[N:6]=1. The yield is 0.600. (6) The reactants are [NH2:1][C:2]1[CH:3]=[C:4]([OH:9])[CH:5]=[CH:6][C:7]=1[CH3:8].[CH3:10][N:11]1[C:15]([C:16](Cl)=[O:17])=[CH:14][C:13]([CH3:19])=[N:12]1.C(OCC)(=O)C.O1CCCC1.C(=O)([O-])O.[Na+]. The catalyst is CN(C)C(=O)C. The product is [OH:9][C:4]1[CH:5]=[CH:6][C:7]([CH3:8])=[C:2]([NH:1][C:16]([C:15]2[N:11]([CH3:10])[N:12]=[C:13]([CH3:19])[CH:14]=2)=[O:17])[CH:3]=1. The yield is 0.630.